This data is from P-glycoprotein inhibition data for predicting drug efflux from Broccatelli et al.. The task is: Regression/Classification. Given a drug SMILES string, predict its absorption, distribution, metabolism, or excretion properties. Task type varies by dataset: regression for continuous measurements (e.g., permeability, clearance, half-life) or binary classification for categorical outcomes (e.g., BBB penetration, CYP inhibition). Dataset: pgp_broccatelli. (1) The compound is CC(=O)c1c(C)cc(C)c(CSc2nc3ccc(NC(=O)CCc4ccccc4)cc3s2)c1C. The result is 1 (inhibitor). (2) The result is 1 (inhibitor). The molecule is C1CCC(C(C[C@@H]2CCCCN2)C2CCCCC2)CC1. (3) The compound is Cc1nc2n(c(=O)c1CCN1CCC(c3noc4cc(F)ccc34)CC1)CCCC2. The result is 1 (inhibitor). (4) The compound is COc1ccc2c(c1)OC[C@H]1[C@@H]2C2=C(OC1(C)C)C1=C(C(=O)C2=O)[C@H]2c3ccc(OC)cc3OC[C@H]2C(C)(C)O1. The result is 1 (inhibitor). (5) The drug is C[C@H](N)[C@H](O)c1ccc(O)c(O)c1. The result is 0 (non-inhibitor). (6) The compound is COCCc1ccc(OC[C@@H](O)CNC(C)C)cc1. The result is 0 (non-inhibitor). (7) The drug is CCOc1c(OC)cc2oc(-c3ccccc3)cc(=O)c2c1O. The result is 1 (inhibitor). (8) The molecule is O=c1c(-c2ccc(O)cc2)coc2cc(O)cc(O)c12. The result is 0 (non-inhibitor). (9) The compound is O[C@H](COc1ccccc1[C@H](O)CCc1ccccc1)CN1CCOCC1. The result is 1 (inhibitor).